Regression. Given a peptide amino acid sequence and an MHC pseudo amino acid sequence, predict their binding affinity value. This is MHC class I binding data. From a dataset of Peptide-MHC class I binding affinity with 185,985 pairs from IEDB/IMGT. (1) The binding affinity (normalized) is 0.115. The peptide sequence is DFKPSYGTPA. The MHC is H-2-Kd with pseudo-sequence H-2-Kd. (2) The peptide sequence is SVKEKDMTK. The MHC is HLA-A03:01 with pseudo-sequence HLA-A03:01. The binding affinity (normalized) is 0.343. (3) The peptide sequence is YLDAYNMMI. The MHC is HLA-A02:06 with pseudo-sequence HLA-A02:06. The binding affinity (normalized) is 1.00. (4) The peptide sequence is LLWTLVVLL. The MHC is HLA-B08:01 with pseudo-sequence HLA-B08:01. The binding affinity (normalized) is 0.154. (5) The peptide sequence is RPRIRLSAP. The MHC is HLA-B40:01 with pseudo-sequence HLA-B40:01. The binding affinity (normalized) is 0.0847.